Dataset: Reaction yield outcomes from USPTO patents with 853,638 reactions. Task: Predict the reaction yield, written as a fraction of the theoretical maximum amount of product (1.0 means a 100% yield; for example, 0.34 means a 34% yield). The reactants are [O:1]=[C:2]1[O:7][CH2:6][C@H:5]2[C@:3]1([NH:14][S:15]([C:18]1[S:19][C:20]([C:23]3[CH:27]=[C:26]([C:28]([F:31])([F:30])[F:29])[O:25][N:24]=3)=[CH:21][CH:22]=1)(=[O:17])=[O:16])[C@H:4]2[C:8]1[CH:13]=[CH:12][CH:11]=[CH:10][CH:9]=1.O[Li].O.C1C[O:38]CC1. The catalyst is O. The product is [OH:7][CH2:6][CH:5]1[CH:4]([C:8]2[CH:13]=[CH:12][CH:11]=[CH:10][CH:9]=2)[C:3]1([NH:14][S:15]([C:18]1[S:19][C:20]([C:23]2[CH:27]=[C:26]([C:28]([F:29])([F:31])[F:30])[O:25][N:24]=2)=[CH:21][CH:22]=1)(=[O:16])=[O:17])[C:2]([OH:38])=[O:1]. The yield is 0.860.